From a dataset of NCI-60 drug combinations with 297,098 pairs across 59 cell lines. Regression. Given two drug SMILES strings and cell line genomic features, predict the synergy score measuring deviation from expected non-interaction effect. (1) Drug 1: CCCS(=O)(=O)NC1=C(C(=C(C=C1)F)C(=O)C2=CNC3=C2C=C(C=N3)C4=CC=C(C=C4)Cl)F. Drug 2: C1=NC(=NC(=O)N1C2C(C(C(O2)CO)O)O)N. Cell line: M14. Synergy scores: CSS=44.9, Synergy_ZIP=4.41, Synergy_Bliss=3.84, Synergy_Loewe=-5.57, Synergy_HSA=4.15. (2) Drug 1: CC1=C(C=C(C=C1)NC2=NC=CC(=N2)N(C)C3=CC4=NN(C(=C4C=C3)C)C)S(=O)(=O)N.Cl. Drug 2: CC(C1=C(C=CC(=C1Cl)F)Cl)OC2=C(N=CC(=C2)C3=CN(N=C3)C4CCNCC4)N. Cell line: HS 578T. Synergy scores: CSS=-3.71, Synergy_ZIP=3.21, Synergy_Bliss=3.74, Synergy_Loewe=-3.61, Synergy_HSA=-2.36. (3) Drug 2: C(CN)CNCCSP(=O)(O)O. Drug 1: CCN(CC)CCCC(C)NC1=C2C=C(C=CC2=NC3=C1C=CC(=C3)Cl)OC. Synergy scores: CSS=33.7, Synergy_ZIP=6.36, Synergy_Bliss=5.56, Synergy_Loewe=-58.3, Synergy_HSA=5.31. Cell line: COLO 205. (4) Cell line: SF-295. Drug 2: C1=NC2=C(N1)C(=S)N=CN2. Drug 1: C1CCN(CC1)CCOC2=CC=C(C=C2)C(=O)C3=C(SC4=C3C=CC(=C4)O)C5=CC=C(C=C5)O. Synergy scores: CSS=30.3, Synergy_ZIP=-8.26, Synergy_Bliss=-0.798, Synergy_Loewe=-9.18, Synergy_HSA=-1.41. (5) Drug 1: CCC1=CC2CC(C3=C(CN(C2)C1)C4=CC=CC=C4N3)(C5=C(C=C6C(=C5)C78CCN9C7C(C=CC9)(C(C(C8N6C)(C(=O)OC)O)OC(=O)C)CC)OC)C(=O)OC.C(C(C(=O)O)O)(C(=O)O)O. Drug 2: CC1CCC2CC(C(=CC=CC=CC(CC(C(=O)C(C(C(=CC(C(=O)CC(OC(=O)C3CCCCN3C(=O)C(=O)C1(O2)O)C(C)CC4CCC(C(C4)OC)OCCO)C)C)O)OC)C)C)C)OC. Cell line: T-47D. Synergy scores: CSS=35.8, Synergy_ZIP=-2.64, Synergy_Bliss=-0.321, Synergy_Loewe=-1.61, Synergy_HSA=2.57. (6) Drug 1: C1CCN(CC1)CCOC2=CC=C(C=C2)C(=O)C3=C(SC4=C3C=CC(=C4)O)C5=CC=C(C=C5)O. Drug 2: CN(C)C1=NC(=NC(=N1)N(C)C)N(C)C. Cell line: MALME-3M. Synergy scores: CSS=-0.196, Synergy_ZIP=0.642, Synergy_Bliss=0.254, Synergy_Loewe=-10.6, Synergy_HSA=-4.58. (7) Drug 1: C1C(C(OC1N2C=NC3=C(N=C(N=C32)Cl)N)CO)O. Drug 2: CCCCCOC(=O)NC1=NC(=O)N(C=C1F)C2C(C(C(O2)C)O)O. Cell line: NCI-H226. Synergy scores: CSS=6.16, Synergy_ZIP=-1.84, Synergy_Bliss=-1.23, Synergy_Loewe=-2.94, Synergy_HSA=-2.65. (8) Drug 1: CN1C(=O)N2C=NC(=C2N=N1)C(=O)N. Drug 2: CC1=C(C=C(C=C1)C(=O)NC2=CC(=CC(=C2)C(F)(F)F)N3C=C(N=C3)C)NC4=NC=CC(=N4)C5=CN=CC=C5. Cell line: MDA-MB-435. Synergy scores: CSS=1.84, Synergy_ZIP=0.0794, Synergy_Bliss=2.80, Synergy_Loewe=2.22, Synergy_HSA=1.80. (9) Drug 2: CN1C(=O)N2C=NC(=C2N=N1)C(=O)N. Synergy scores: CSS=26.9, Synergy_ZIP=-10.7, Synergy_Bliss=-5.68, Synergy_Loewe=-14.0, Synergy_HSA=-4.35. Cell line: SW-620. Drug 1: C1=CC(=CC=C1CCCC(=O)O)N(CCCl)CCCl.